From a dataset of NCI-60 drug combinations with 297,098 pairs across 59 cell lines. Regression. Given two drug SMILES strings and cell line genomic features, predict the synergy score measuring deviation from expected non-interaction effect. (1) Drug 1: CCC1(CC2CC(C3=C(CCN(C2)C1)C4=CC=CC=C4N3)(C5=C(C=C6C(=C5)C78CCN9C7C(C=CC9)(C(C(C8N6C=O)(C(=O)OC)O)OC(=O)C)CC)OC)C(=O)OC)O.OS(=O)(=O)O. Drug 2: CC(C)(C#N)C1=CC(=CC(=C1)CN2C=NC=N2)C(C)(C)C#N. Cell line: MALME-3M. Synergy scores: CSS=21.6, Synergy_ZIP=-4.59, Synergy_Bliss=2.93, Synergy_Loewe=-8.18, Synergy_HSA=1.37. (2) Drug 1: C1=CC=C(C=C1)NC(=O)CCCCCCC(=O)NO. Drug 2: CNC(=O)C1=NC=CC(=C1)OC2=CC=C(C=C2)NC(=O)NC3=CC(=C(C=C3)Cl)C(F)(F)F. Cell line: TK-10. Synergy scores: CSS=0.623, Synergy_ZIP=-1.15, Synergy_Bliss=1.49, Synergy_Loewe=-9.79, Synergy_HSA=-2.83. (3) Drug 1: CCCS(=O)(=O)NC1=C(C(=C(C=C1)F)C(=O)C2=CNC3=C2C=C(C=N3)C4=CC=C(C=C4)Cl)F. Drug 2: N.N.Cl[Pt+2]Cl. Cell line: HOP-92. Synergy scores: CSS=5.36, Synergy_ZIP=0.535, Synergy_Bliss=0.620, Synergy_Loewe=-0.516, Synergy_HSA=-0.744. (4) Drug 1: C1=C(C(=O)NC(=O)N1)F. Drug 2: CN1C(=O)N2C=NC(=C2N=N1)C(=O)N. Cell line: IGROV1. Synergy scores: CSS=32.3, Synergy_ZIP=6.33, Synergy_Bliss=5.01, Synergy_Loewe=-4.57, Synergy_HSA=3.86. (5) Drug 1: C1=CC(=CC=C1CCCC(=O)O)N(CCCl)CCCl. Drug 2: CCN(CC)CCCC(C)NC1=C2C=C(C=CC2=NC3=C1C=CC(=C3)Cl)OC. Cell line: OVCAR3. Synergy scores: CSS=20.9, Synergy_ZIP=-10.5, Synergy_Bliss=-7.68, Synergy_Loewe=-37.0, Synergy_HSA=-7.37.